From a dataset of Peptide-MHC class I binding affinity with 185,985 pairs from IEDB/IMGT. Regression. Given a peptide amino acid sequence and an MHC pseudo amino acid sequence, predict their binding affinity value. This is MHC class I binding data. The MHC is HLA-B35:01 with pseudo-sequence HLA-B35:01. The peptide sequence is KVFPYALINK. The binding affinity (normalized) is 0.